Task: Regression. Given two drug SMILES strings and cell line genomic features, predict the synergy score measuring deviation from expected non-interaction effect.. Dataset: NCI-60 drug combinations with 297,098 pairs across 59 cell lines (1) Drug 1: C1CCN(CC1)CCOC2=CC=C(C=C2)C(=O)C3=C(SC4=C3C=CC(=C4)O)C5=CC=C(C=C5)O. Drug 2: C1=NC2=C(N=C(N=C2N1C3C(C(C(O3)CO)O)F)Cl)N. Cell line: RXF 393. Synergy scores: CSS=6.97, Synergy_ZIP=-2.77, Synergy_Bliss=-1.87, Synergy_Loewe=-7.51, Synergy_HSA=-3.06. (2) Drug 1: CC12CCC(CC1=CCC3C2CCC4(C3CC=C4C5=CN=CC=C5)C)O. Drug 2: C1=NC(=NC(=O)N1C2C(C(C(O2)CO)O)O)N. Cell line: K-562. Synergy scores: CSS=35.3, Synergy_ZIP=1.34, Synergy_Bliss=0.0909, Synergy_Loewe=-0.434, Synergy_HSA=3.29.